From a dataset of Catalyst prediction with 721,799 reactions and 888 catalyst types from USPTO. Predict which catalyst facilitates the given reaction. (1) Reactant: [N:1]([CH2:4][C@H:5]1[O:13][C@H:12]2[C@H:8]([N:9]=[C:10]([NH:14][CH2:15][CH3:16])[S:11]2)[C@@H:7]([OH:17])[C@@H:6]1[OH:18])=[N+]=[N-].C(O)(=O)C. Product: [NH2:1][CH2:4][CH:5]1[O:13][CH:12]2[CH:8]([N:9]=[C:10]([NH:14][CH2:15][CH3:16])[S:11]2)[CH:7]([OH:17])[CH:6]1[OH:18]. The catalyst class is: 105. (2) Reactant: [Br:1][C:2]1[CH:3]=[C:4]([CH:7]=[CH:8][C:9]=1[OH:10])[C:5]#[N:6].C(=O)([O-])[O-].[K+].[K+].C(Br)C=C.[CH2:21]([O:24]CC=C)[CH:22]=[CH2:23].C(C1C=C(C=C(Br)C=1O)C#N)C=C.ClC1C=C(C=CC=1)C(OO)=O. Product: [Br:1][C:2]1[C:9]2[O:10][CH:22]([CH2:21][OH:24])[CH2:23][C:8]=2[CH:7]=[C:4]([C:5]#[N:6])[CH:3]=1. The catalyst class is: 728. (3) Product: [N:1]1([C:5]([C:7]2[CH:8]=[C:9]([N:13]3[C:14]4=[C:15]([CH3:39])[C:16](=[O:38])[N:17]([CH3:37])[C:18]([NH:19][C:29]5[CH:34]=[CH:33][C:32]([I:35])=[CH:31][C:30]=5[F:36])=[C:23]4[C:22](=[O:24])[N:21]([CH:25]4[CH2:27][CH2:26]4)[C:20]3=[O:28])[CH:10]=[CH:11][CH:12]=2)=[O:6])[CH2:2][CH2:3][CH2:4]1. The catalyst class is: 7. Reactant: [N:1]1([C:5]([C:7]2[CH:8]=[C:9]([NH:13][C:14]3[C:23]4[C:22](=[O:24])[N:21]([CH:25]5[CH2:27][CH2:26]5)[C:20](=[O:28])[N:19]([C:29]5[CH:34]=[CH:33][C:32]([I:35])=[CH:31][C:30]=5[F:36])[C:18]=4[N:17]([CH3:37])[C:16](=[O:38])[C:15]=3[CH3:39])[CH:10]=[CH:11][CH:12]=2)=[O:6])[CH2:4][CH2:3][CH2:2]1.C[O-].[Na+]. (4) Reactant: [CH2:1]([O:3][C:4]([C:6]1(C(O)=O)[CH2:9][N:8]([C:10]([O:12][C:13]([CH3:16])([CH3:15])[CH3:14])=[O:11])[CH2:7]1)=[O:5])[CH3:2].C([N:22](CC)CC)C.C1(P(N=[N+]=[N-])(C2C=CC=CC=2)=O)C=CC=CC=1.[C:44]([O-:47])([O-])=[O:45].[Na+].[Na+].[C:50]1([CH3:56])[CH:55]=CC=C[CH:51]=1. Product: [CH2:1]([O:3][C:4]([C:6]1([NH:22][C:44]([O:47][C:50]([CH3:56])([CH3:55])[CH3:51])=[O:45])[CH2:7][N:8]([C:10]([O:12][C:13]([CH3:14])([CH3:15])[CH3:16])=[O:11])[CH2:9]1)=[O:5])[CH3:2]. The catalyst class is: 107. (5) Reactant: [CH3:1][N:2]([CH2:4][C:5]1[CH:6]=[C:7]([C:11]2[N:19]3[C:14]([CH:15]=[CH:16][CH:17]=[CH:18]3)=[CH:13][C:12]=2[CH2:20][OH:21])[CH:8]=[CH:9][CH:10]=1)[CH3:3]. Product: [CH3:3][N:2]([CH2:4][C:5]1[CH:6]=[C:7]([C:11]2[N:19]3[C:14]([CH:15]=[CH:16][CH:17]=[CH:18]3)=[CH:13][C:12]=2[CH:20]=[O:21])[CH:8]=[CH:9][CH:10]=1)[CH3:1]. The catalyst class is: 697. (6) Reactant: CS(O[CH:6]([C:12]1[S:13][CH:14]=[CH:15][CH:16]=1)[C:7]([O:9][CH2:10][CH3:11])=[O:8])(=O)=O.[NH2:17][C:18]1[CH:23]=[CH:22][CH:21]=[CH:20][CH:19]=1.CCN(C(C)C)C(C)C. Product: [C:18]1([NH:17][CH:6]([C:12]2[S:13][CH:14]=[CH:15][CH:16]=2)[C:7]([O:9][CH2:10][CH3:11])=[O:8])[CH:23]=[CH:22][CH:21]=[CH:20][CH:19]=1. The catalyst class is: 10. (7) Reactant: [CH:1]1[C:14]2[C:5](=[CH:6][C:7]3[C:12]([C:13]=2[CH2:15][CH2:16][C:17]#[N:18])=[CH:11][CH:10]=[CH:9][CH:8]=3)[CH:4]=[CH:3][CH:2]=1.[NH4+].[OH-].N. Product: [CH:11]1[C:12]2[C:7](=[CH:6][C:5]3[C:14]([C:13]=2[CH2:15][CH2:16][CH2:17][NH2:18])=[CH:1][CH:2]=[CH:3][CH:4]=3)[CH:8]=[CH:9][CH:10]=1. The catalyst class is: 319.